From a dataset of Forward reaction prediction with 1.9M reactions from USPTO patents (1976-2016). Predict the product of the given reaction. (1) Given the reactants [C:1](Cl)(Cl)=[O:2].C1(C)C=CC=CC=1.[NH2:12][C:13]1[CH:20]=[CH:19][C:16]([C:17]#[N:18])=[C:15]([Cl:21])[C:14]=1[CH3:22].C(=O)([O-])O.[Na+], predict the reaction product. The product is: [Cl:21][C:15]1[C:14]([CH3:22])=[C:13]([N:12]=[C:1]=[O:2])[CH:20]=[CH:19][C:16]=1[C:17]#[N:18]. (2) Given the reactants C([O:3][C:4]([C:6]1[CH:11]=[C:10]([C:12]2[CH:17]=[C:16]([F:18])[CH:15]=[C:14]([F:19])[CH:13]=2)[N:9]=[C:8]([C:20]2[CH:25]=[CH:24][CH:23]=[C:22]([C:26]#[C:27][C@:28]3([OH:35])[CH2:32][CH2:31][N:30]([CH3:33])[C:29]3=[O:34])[CH:21]=2)[N:7]=1)=O)C.[NH3:36], predict the reaction product. The product is: [F:18][C:16]1[CH:17]=[C:12]([C:10]2[N:9]=[C:8]([C:20]3[CH:25]=[CH:24][CH:23]=[C:22]([C:26]#[C:27][C@:28]4([OH:35])[CH2:32][CH2:31][N:30]([CH3:33])[C:29]4=[O:34])[CH:21]=3)[N:7]=[C:6]([C:4]([NH2:36])=[O:3])[CH:11]=2)[CH:13]=[C:14]([F:19])[CH:15]=1. (3) Given the reactants C(OC([N:8]1[CH2:17][CH2:16][C:15]2[C@:10]([CH2:28][O:29][CH2:30][CH3:31])([CH2:11][C:12]3[CH:20]=[N:19][N:18]([C:21]4[CH:26]=[CH:25][C:24]([F:27])=[CH:23][CH:22]=4)[C:13]=3[CH:14]=2)[CH2:9]1)=O)(C)(C)C.[Cl:32][C:33]1[N:38]=[CH:37][C:36]([S:39](Cl)(=[O:41])=[O:40])=[CH:35][CH:34]=1, predict the reaction product. The product is: [Cl:32][C:33]1[N:38]=[CH:37][C:36]([S:39]([N:8]2[CH2:17][CH2:16][C:15]3[C@:10]([CH2:28][O:29][CH2:30][CH3:31])([CH2:11][C:12]4[CH:20]=[N:19][N:18]([C:21]5[CH:26]=[CH:25][C:24]([F:27])=[CH:23][CH:22]=5)[C:13]=4[CH:14]=3)[CH2:9]2)(=[O:41])=[O:40])=[CH:35][CH:34]=1. (4) Given the reactants [Cl:1][C:2]1[N:3]([CH2:10][C@:11]2([CH3:14])[CH2:13][O:12]2)[CH:4]=[C:5]([N+:7]([O-:9])=[O:8])[N:6]=1.[Cl:15][C:16]1[CH:21]=[CH:20][C:19]([N:22]2[CH2:27][CH2:26][NH:25][CH2:24][CH2:23]2)=[CH:18][CH:17]=1.CN(C=O)C, predict the reaction product. The product is: [Cl:1][C:2]1[N:3]([CH2:10][C@@:11]([CH3:14])([OH:12])[CH2:13][N:25]2[CH2:24][CH2:23][N:22]([C:19]3[CH:18]=[CH:17][C:16]([Cl:15])=[CH:21][CH:20]=3)[CH2:27][CH2:26]2)[CH:4]=[C:5]([N+:7]([O-:9])=[O:8])[N:6]=1. (5) Given the reactants [CH3:1][C:2]1[C:6](B(O)O)=[C:5]([CH3:10])[O:4][N:3]=1.Br[C:12]1[C:20]2[C:15](=[CH:16][C:17]([S:21]([N:24](CC3C=CC(OC)=CC=3OC)[C:25]3[S:29][N:28]=[CH:27][N:26]=3)(=[O:23])=[O:22])=[CH:18][CH:19]=2)[N:14]([CH3:41])[CH:13]=1, predict the reaction product. The product is: [CH3:1][C:2]1[C:6]([C:12]2[C:20]3[C:15](=[CH:16][C:17]([S:21]([NH:24][C:25]4[S:29][N:28]=[CH:27][N:26]=4)(=[O:22])=[O:23])=[CH:18][CH:19]=3)[N:14]([CH3:41])[CH:13]=2)=[C:5]([CH3:10])[O:4][N:3]=1.